From a dataset of NCI-60 drug combinations with 297,098 pairs across 59 cell lines. Regression. Given two drug SMILES strings and cell line genomic features, predict the synergy score measuring deviation from expected non-interaction effect. (1) Drug 1: C1=CC(=CC=C1CC(C(=O)O)N)N(CCCl)CCCl.Cl. Drug 2: CN(CCCl)CCCl.Cl. Cell line: KM12. Synergy scores: CSS=7.92, Synergy_ZIP=-1.21, Synergy_Bliss=-7.30, Synergy_Loewe=-5.55, Synergy_HSA=-4.17. (2) Drug 1: CC1=CC=C(C=C1)C2=CC(=NN2C3=CC=C(C=C3)S(=O)(=O)N)C(F)(F)F. Drug 2: CNC(=O)C1=NC=CC(=C1)OC2=CC=C(C=C2)NC(=O)NC3=CC(=C(C=C3)Cl)C(F)(F)F. Cell line: SF-539. Synergy scores: CSS=-2.87, Synergy_ZIP=3.71, Synergy_Bliss=1.70, Synergy_Loewe=-1.000, Synergy_HSA=-3.20. (3) Drug 1: CC12CCC(CC1=CCC3C2CCC4(C3CC=C4C5=CN=CC=C5)C)O. Drug 2: C1=CC=C(C(=C1)C(C2=CC=C(C=C2)Cl)C(Cl)Cl)Cl. Cell line: MDA-MB-231. Synergy scores: CSS=2.37, Synergy_ZIP=-1.02, Synergy_Bliss=-2.43, Synergy_Loewe=-4.01, Synergy_HSA=-1.91. (4) Drug 1: CC1C(C(CC(O1)OC2CC(CC3=C2C(=C4C(=C3O)C(=O)C5=C(C4=O)C(=CC=C5)OC)O)(C(=O)C)O)N)O.Cl. Drug 2: CC12CCC3C(C1CCC2O)C(CC4=C3C=CC(=C4)O)CCCCCCCCCS(=O)CCCC(C(F)(F)F)(F)F. Cell line: NCI-H226. Synergy scores: CSS=9.02, Synergy_ZIP=-5.32, Synergy_Bliss=-1.58, Synergy_Loewe=-1.68, Synergy_HSA=-1.67.